From a dataset of Reaction yield outcomes from USPTO patents with 853,638 reactions. Predict the reaction yield, written as a fraction of the theoretical maximum amount of product (1.0 means a 100% yield; for example, 0.34 means a 34% yield). The yield is 0.987. The product is [Si:14]([O:6][CH2:7][C@@H:8]1[NH:12][C:11](=[O:13])[CH2:10][CH2:9]1)([C:17]([CH3:20])([CH3:19])[CH3:18])([CH3:16])[CH3:15]. The catalyst is C(Cl)Cl. The reactants are N1C=CN=C1.[OH:6][CH2:7][C@@H:8]1[NH:12][C:11](=[O:13])[CH2:10][CH2:9]1.[Si:14](Cl)([C:17]([CH3:20])([CH3:19])[CH3:18])([CH3:16])[CH3:15].